This data is from Reaction yield outcomes from USPTO patents with 853,638 reactions. The task is: Predict the reaction yield, written as a fraction of the theoretical maximum amount of product (1.0 means a 100% yield; for example, 0.34 means a 34% yield). The reactants are [CH3:1][N:2]1[C:11]2[C:6](=[CH:7][CH:8]=[CH:9][CH:10]=2)[C:5](=[O:12])[N:4]([CH2:13][C@H:14]2[CH2:19][CH2:18][C@H:17]([C:20]([N:22]3[CH2:27][CH2:26][NH:25][CH2:24][CH2:23]3)=[O:21])[CH2:16][CH2:15]2)[C:3]1=[O:28].CCN(CC)CC.[C:36](Cl)(=[O:40])[CH2:37][CH2:38][CH3:39]. The catalyst is C(Cl)Cl. The product is [C:36]([N:25]1[CH2:26][CH2:27][N:22]([C:20]([C@H:17]2[CH2:18][CH2:19][C@H:14]([CH2:13][N:4]3[C:5](=[O:12])[C:6]4[C:11](=[CH:10][CH:9]=[CH:8][CH:7]=4)[N:2]([CH3:1])[C:3]3=[O:28])[CH2:15][CH2:16]2)=[O:21])[CH2:23][CH2:24]1)(=[O:40])[CH2:37][CH2:38][CH3:39]. The yield is 0.240.